This data is from Catalyst prediction with 721,799 reactions and 888 catalyst types from USPTO. The task is: Predict which catalyst facilitates the given reaction. (1) Reactant: C1(P(C2C=CC=CC=2)C2C=CC=CC=2)C=CC=CC=1.O[CH2:21][CH2:22][NH:23][C:24](=[O:30])[O:25][C:26]([CH3:29])([CH3:28])[CH3:27].[Br:31]N1C(=O)CCC1=O. Product: [Br:31][CH2:21][CH2:22][NH:23][C:24](=[O:30])[O:25][C:26]([CH3:29])([CH3:28])[CH3:27]. The catalyst class is: 4. (2) Reactant: [CH3:1][C:2]1([CH3:10])[C@@H:8]2[CH2:9][C@H:3]1[CH2:4][CH2:5][C:6]2=[CH2:7].C([OH:13])C.[OH-].[Na+].OO. Product: [CH3:1][C:2]1([CH3:10])[CH:8]2[CH2:9][CH:3]1[CH2:4][CH2:5][CH:6]2[CH2:7][OH:13]. The catalyst class is: 20. (3) Reactant: C(OC(=O)[NH:7][C@H:8]1[CH2:13][CH2:12][C@@H:11]([N:14]2[C:19](=[O:20])[C:18]3[CH:21]=[C:22]([F:25])[CH:23]=[N:24][C:17]=3[N:16]([C:26]3[CH:27]=[C:28]([C:32]4[CH:37]=[CH:36][CH:35]=[CH:34][C:33]=4[CH2:38][N:39]4[CH2:44][CH2:43][O:42][CH2:41][CH2:40]4)[CH:29]=[CH:30][CH:31]=3)[C:15]2=[O:45])[CH2:10][CH2:9]1)(C)(C)C.Cl. Product: [NH2:7][C@@H:8]1[CH2:13][CH2:12][C@H:11]([N:14]2[C:19](=[O:20])[C:18]3[CH:21]=[C:22]([F:25])[CH:23]=[N:24][C:17]=3[N:16]([C:26]3[CH:27]=[C:28]([C:32]4[CH:37]=[CH:36][CH:35]=[CH:34][C:33]=4[CH2:38][N:39]4[CH2:44][CH2:43][O:42][CH2:41][CH2:40]4)[CH:29]=[CH:30][CH:31]=3)[C:15]2=[O:45])[CH2:10][CH2:9]1. The catalyst class is: 12. (4) Reactant: [C:1]([O:5][C:6]([C:8]1[C:20]2[C:11](=[C:12]3[C:17](=[CH:18][CH:19]=2)[CH:16]=[N:15][C:14](Cl)=[CH:13]3)[NH:10][C:9]=1[CH2:22][N:23]([C:25]([O:27][C:28]([CH3:31])([CH3:30])[CH3:29])=[O:26])[CH3:24])=[O:7])([CH3:4])([CH3:3])[CH3:2].[C:32]1(/[CH:38]=[CH:39]/B(O)O)[CH:37]=[CH:36][CH:35]=[CH:34][CH:33]=1.C([O-])([O-])=O.[K+].[K+]. Product: [C:1]([O:5][C:6]([C:8]1[C:20]2[C:11](=[C:12]3[C:17](=[CH:18][CH:19]=2)[CH:16]=[N:15][C:14](/[CH:39]=[CH:38]/[C:32]2[CH:37]=[CH:36][CH:35]=[CH:34][CH:33]=2)=[CH:13]3)[NH:10][C:9]=1[CH2:22][N:23]([C:25]([O:27][C:28]([CH3:31])([CH3:30])[CH3:29])=[O:26])[CH3:24])=[O:7])([CH3:4])([CH3:3])[CH3:2]. The catalyst class is: 710.